From a dataset of Full USPTO retrosynthesis dataset with 1.9M reactions from patents (1976-2016). Predict the reactants needed to synthesize the given product. (1) The reactants are: [Cl:1][C:2]1[CH:10]=[CH:9][C:8]([N:11]2[CH:15]=[CH:14][CH:13]=[CH:12]2)=[CH:7][C:3]=1[C:4]([NH2:6])=[O:5].FC1C=CC([O:23][C:24](=O)[NH:25][C:26]2[S:27][C:28]3[CH:34]=[C:33]([S:35]([CH3:38])(=[O:37])=[O:36])[CH:32]=[CH:31][C:29]=3[N:30]=2)=CC=1. Given the product [Cl:1][C:2]1[CH:10]=[CH:9][C:8]([N:11]2[CH:15]=[CH:14][CH:13]=[CH:12]2)=[CH:7][C:3]=1[C:4]([NH:6][C:24](=[O:23])[NH:25][C:26]1[S:27][C:28]2[CH:34]=[C:33]([S:35]([CH3:38])(=[O:37])=[O:36])[CH:32]=[CH:31][C:29]=2[N:30]=1)=[O:5], predict the reactants needed to synthesize it. (2) Given the product [N:25]1([CH2:52][CH2:51][O:50][CH2:49][CH2:48][NH:43][C:20]([C:5]2[C:6]3[S:10][CH:9]=[C:8]([CH2:11][O:12][C:13]4[CH:14]=[CH:15][C:16]([Br:19])=[CH:17][CH:18]=4)[C:7]=3[C:2]([NH2:1])=[N:3][CH:4]=2)=[O:22])[CH2:29][CH2:30][CH2:31][CH2:32][CH2:33]1, predict the reactants needed to synthesize it. The reactants are: [NH2:1][C:2]1[C:7]2[C:8]([CH2:11][O:12][C:13]3[CH:18]=[CH:17][C:16]([Br:19])=[CH:15][CH:14]=3)=[CH:9][S:10][C:6]=2[C:5]([C:20]([OH:22])=O)=[CH:4][N:3]=1.O.O[N:25]1[C:29]2[CH:30]=[CH:31][CH:32]=[CH:33]C=2N=N1.C(N=C=NC(C)C)(C)C.[N:43]1([CH2:48][CH2:49][O:50][CH2:51][CH2:52]N)CCCC1. (3) The reactants are: [Cl:1][C:2]1[CH:3]=[C:4]([N:9]2[CH2:16][CH:15]3[N:17](C)[CH:11]([CH2:12][CH2:13][CH2:14]3)[CH2:10]2)[CH:5]=[CH:6][C:7]=1[Cl:8].ClC(Cl)(Cl)COC(Cl)=O.[OH-].[Na+].N.Cl. Given the product [ClH:1].[Cl:1][C:2]1[CH:3]=[C:4]([N:9]2[CH2:16][CH:15]3[NH:17][CH:11]([CH2:12][CH2:13][CH2:14]3)[CH2:10]2)[CH:5]=[CH:6][C:7]=1[Cl:8], predict the reactants needed to synthesize it. (4) Given the product [CH3:19][C:11]1[C:10]([Cl:9])=[CH:18][CH:17]=[CH:16][C:12]=1[N:5]1[C:29](=[O:25])[NH:20][N:7]=[N:6]1, predict the reactants needed to synthesize it. The reactants are: [Cl-].[Cl-].[Cl-].[Al+3].[N-:5]=[N+:6]=[N-:7].[Na+].[Cl:9][C:10]1[C:11]([CH3:19])=[C:12]([CH:16]=[CH:17][CH:18]=1)C(Cl)=O.[N:20]([O-])=O.[Na+].Cl.[O:25]1[CH2:29]CCC1. (5) Given the product [Cl:1][C:2]1[CH:23]=[CH:22][CH:21]=[C:20]([O:24][CH2:27][C:26]#[CH:25])[C:3]=1[CH2:4][CH:5]1[CH2:9][CH2:8][N:7]([C@@H:10]2[C:18]3[C:13](=[CH:14][CH:15]=[CH:16][CH:17]=3)[CH2:12][CH2:11]2)[C:6]1=[O:19], predict the reactants needed to synthesize it. The reactants are: [Cl:1][C:2]1[CH:23]=[CH:22][CH:21]=[C:20]([OH:24])[C:3]=1[CH2:4][CH:5]1[CH2:9][CH2:8][N:7]([C@@H:10]2[C:18]3[C:13](=[CH:14][CH:15]=[CH:16][CH:17]=3)[CH2:12][CH2:11]2)[C:6]1=[O:19].[CH2:25](Br)[C:26]#[CH:27].C(=O)([O-])[O-].[K+].[K+].O. (6) Given the product [Br:18][C:10]1[C:2]([F:1])=[C:3]2[C:7](=[CH:8][CH:9]=1)[NH:6][C:5](=[O:11])[C:4]2([CH3:13])[CH3:12], predict the reactants needed to synthesize it. The reactants are: [F:1][C:2]1[CH:10]=[CH:9][CH:8]=[C:7]2[C:3]=1[C:4]([CH3:13])([CH3:12])[C:5](=[O:11])[NH:6]2.C(O)(=O)C.[Br:18]Br.S([O-])([O-])(=O)=S.[Na+].[Na+]. (7) Given the product [CH2:1]([S:8][C:9]1[N:13]([CH2:14][C:15]([OH:17])=[O:16])[C:12]2[CH:22]=[CH:23][C:24]([N+:26]([O-:28])=[O:27])=[CH:25][C:11]=2[N:10]=1)[C:2]1[CH:7]=[CH:6][CH:5]=[CH:4][CH:3]=1, predict the reactants needed to synthesize it. The reactants are: [CH2:1]([S:8][C:9]1[N:13]([CH2:14][C:15]([O:17]C(C)(C)C)=[O:16])[C:12]2[CH:22]=[CH:23][C:24]([N+:26]([O-:28])=[O:27])=[CH:25][C:11]=2[N:10]=1)[C:2]1[CH:7]=[CH:6][CH:5]=[CH:4][CH:3]=1. (8) Given the product [CH3:31][O:1][C:2]([CH3:26])([CH3:27])[CH2:3][N:4]1[CH2:5][CH2:6][CH:7]([C@H:10]([N:12]2[C:20]3[C:15](=[CH:16][CH:17]=[CH:18][CH:19]=3)[C:14]([C:21]([O:23][CH3:24])=[O:22])=[C:13]2[CH3:25])[CH3:11])[CH2:8][CH2:9]1, predict the reactants needed to synthesize it. The reactants are: [OH:1][C:2]([CH3:27])([CH3:26])[CH2:3][N:4]1[CH2:9][CH2:8][CH:7]([C@H:10]([N:12]2[C:20]3[C:15](=[CH:16][CH:17]=[CH:18][CH:19]=3)[C:14]([C:21]([O:23][CH3:24])=[O:22])=[C:13]2[CH3:25])[CH3:11])[CH2:6][CH2:5]1.[H-].[Na+].I[CH3:31].O.